Task: Predict the reactants needed to synthesize the given product.. Dataset: Full USPTO retrosynthesis dataset with 1.9M reactions from patents (1976-2016) (1) The reactants are: C([O-])(=O)CCCCCCCCCCCCC.[O:17]([CH2:29][CH3:30])[C:18]([CH2:20][CH2:21][CH2:22][CH2:23][CH2:24][CH2:25][CH2:26][CH2:27][CH3:28])=[O:19].CCCCCCCC/C=C\CCCCCCCC(OCC(O)[C@H]1OC[C@H](O)[C@H]1O)=O.C(O)(=O)CCCCCCC.C([O-])(=O)CCCCCCC.[Na+].[CH3:82][CH2:83][N:84]([CH2:87][C:88]([NH:90][C:91]1[C:92]([CH3:98])=[CH:93][CH:94]=[CH:95][C:96]=1[CH3:97])=[O:89])[CH2:85][CH3:86]. Given the product [CH3:86][CH2:85][N:84]([CH2:87][C:88]([NH:90][C:91]1[C:96]([CH3:97])=[CH:95][CH:94]=[CH:93][C:92]=1[CH3:98])=[O:89])[CH2:83][CH3:82].[O:17]([CH2:29][CH3:30])[C:18]([CH2:20][CH2:21][CH2:22][CH2:23][CH2:24][CH2:25][CH2:26][CH2:27][CH3:28])=[O:19], predict the reactants needed to synthesize it. (2) Given the product [S:8]1[C:12]2[CH:13]=[C:14]([N:17]([CH2:18][CH2:19][C:20]3[CH:25]=[CH:24][C:23]([C:26]([F:27])([F:28])[F:29])=[CH:22][CH:21]=3)[C:39](=[O:40])[CH2:38][C:33]3[CH:34]=[CH:35][CH:36]=[CH:37][C:32]=3[O:31][CH3:30])[CH:15]=[CH:16][C:11]=2[N:10]=[CH:9]1, predict the reactants needed to synthesize it. The reactants are: C(O)(C(F)(F)F)=O.[S:8]1[C:12]2[CH:13]=[C:14]([NH:17][CH2:18][CH2:19][C:20]3[CH:25]=[CH:24][C:23]([C:26]([F:29])([F:28])[F:27])=[CH:22][CH:21]=3)[CH:15]=[CH:16][C:11]=2[N:10]=[CH:9]1.[CH3:30][O:31][C:32]1[CH:37]=[CH:36][CH:35]=[CH:34][C:33]=1[CH2:38][C:39](O)=[O:40]. (3) Given the product [C:1]([NH:4][C:5](=[CH2:9])[C:6]([O:8][CH2:16][C:17]1[CH:22]=[CH:21][CH:20]=[CH:19][CH:18]=1)=[O:7])(=[O:3])[CH3:2], predict the reactants needed to synthesize it. The reactants are: [C:1]([NH:4][C:5](=[CH2:9])[C:6]([OH:8])=[O:7])(=[O:3])[CH3:2].C([O-])([O-])=O.[K+].[K+].[CH2:16](Br)[C:17]1[CH:22]=[CH:21][CH:20]=[CH:19][CH:18]=1.